From a dataset of HIV replication inhibition screening data with 41,000+ compounds from the AIDS Antiviral Screen. Binary Classification. Given a drug SMILES string, predict its activity (active/inactive) in a high-throughput screening assay against a specified biological target. (1) The molecule is COC(=O)c1ccc(NCc2c(O)ccc(O)c2Br)cc1Cl. The result is 1 (active). (2) The drug is O=c1cnn2c(n1)OC1C(O)C(CO)OC12. The result is 0 (inactive). (3) The result is 0 (inactive). The drug is c1ccc(Oc2cccc(Oc3ccc4c(c3)C3=NC4=NC4=NC(=NC5=NC(=NC6=NC(=N3)c3ccc(Oc7cccc(Oc8ccccc8)c7)cc36)c3ccc(Oc6cccc(Oc7ccccc7)c6)cc35)c3cc(Oc5cccc(Oc6ccccc6)c5)ccc34)c2)cc1.